This data is from Forward reaction prediction with 1.9M reactions from USPTO patents (1976-2016). The task is: Predict the product of the given reaction. (1) Given the reactants [N+](C1C=CC(C[O:9][C:10]([C:12]2[N:13]3[C@H:16]([S:17][CH:18]=2)[C:15]([CH:20](OC(=O)C)[C:21]2[N:22]=[C:23]4[N:31]=[C:30]5[N:25]([CH2:26][CH2:27][CH2:28][CH2:29]5)[N:24]4[CH:32]=2)(Br)[C:14]3=[O:37])=[O:11])=CC=1)([O-])=O.P([O-])([O-])([O-])=O.[OH-].[Na+:46].C(OCC)(=O)C, predict the reaction product. The product is: [Na+:46].[N:22]1[C:21](/[CH:20]=[C:15]2\[CH:16]3[N:13]([C:14]\2=[O:37])[C:12]([C:10]([O-:11])=[O:9])=[CH:18][S:17]3)=[CH:32][N:24]2[N:25]3[C:30]([CH2:29][CH2:28][CH2:27][CH2:26]3)=[N:31][C:23]=12. (2) Given the reactants C(O[C:4]([C:6]1[S:10][C:9]([CH3:11])=[N:8][C:7]=1OS(C(F)(F)F)(=O)=O)=[O:5])C.C(=O)([O-])[O-].[Cs+].[Cs+].[CH2:26]([NH:33][C:34]([NH2:36])=[O:35])[C:27]1[CH:32]=[CH:31][CH:30]=[CH:29][CH:28]=1, predict the reaction product. The product is: [CH2:26]([N:33]1[C:4](=[O:5])[C:6]2[S:10][C:9]([CH3:11])=[N:8][C:7]=2[NH:36][C:34]1=[O:35])[C:27]1[CH:32]=[CH:31][CH:30]=[CH:29][CH:28]=1.